From a dataset of Catalyst prediction with 721,799 reactions and 888 catalyst types from USPTO. Predict which catalyst facilitates the given reaction. (1) Reactant: N1C=CC=CC=1.[F:7][C:8]([F:21])([F:20])[S:9]([O:12]S(C(F)(F)F)(=O)=O)(=[O:11])=[O:10].O[C:23]1[C:24]([CH3:37])=[C:25]2[C:29](=[CH:30][CH:31]=1)[C@@H:28]([CH2:32][C:33]([O:35][CH3:36])=[O:34])[CH2:27][CH2:26]2. Product: [F:7][C:8]([F:21])([F:20])[S:9]([O:12][C:23]1[C:24]([CH3:37])=[C:25]2[C:29](=[CH:30][CH:31]=1)[C@@H:28]([CH2:32][C:33]([O:35][CH3:36])=[O:34])[CH2:27][CH2:26]2)(=[O:11])=[O:10]. The catalyst class is: 4. (2) Reactant: [OH:1][C:2]1[C:7]2[C@@:8]3([OH:45])[C@@:21]([O:25][CH3:26])([C@H:22]([OH:24])[CH2:23][C:6]=2[CH:5]=[C:4]([CH3:46])[C:3]=1[C:47](O)=[O:48])[C:20](=[O:27])[C:19]1[C:10](=[CH:11][C:12]2[C:13](=[O:43])[C:14]([NH:30][CH:31]4[C@H:36]([O:37][CH3:38])[C@H:35]([OH:39])[C@@H:34]([O:40][CH3:41])[C@H:33]([CH3:42])[O:32]4)=[CH:15][C:16](=[O:29])[C:17]=2[C:18]=1[OH:28])[C:9]3=[O:44].O.ON1C2C=CC=CC=2N=N1.[NH:61]1[CH2:65][CH2:64][CH2:63][CH2:62]1. Product: [OH:1][C:2]1[C:7]2[C@@:8]3([OH:45])[C@@:21]([O:25][CH3:26])([C@H:22]([OH:24])[CH2:23][C:6]=2[CH:5]=[C:4]([CH3:46])[C:3]=1[C:47]([N:61]1[CH2:65][CH2:64][CH2:63][CH2:62]1)=[O:48])[C:20](=[O:27])[C:19]1[C:10](=[CH:11][C:12]2[C:13](=[O:43])[C:14]([NH:30][CH:31]4[C@H:36]([O:37][CH3:38])[C@H:35]([OH:39])[C@@H:34]([O:40][CH3:41])[C@H:33]([CH3:42])[O:32]4)=[CH:15][C:16](=[O:29])[C:17]=2[C:18]=1[OH:28])[C:9]3=[O:44]. The catalyst class is: 1. (3) Reactant: [Si]([O:8][CH:9]([C:13]1[S:14][C:15]([C:18]2[N:23]=[C:22]([NH:24][C:25]3[CH:29]=[C:28]([CH:30]4[CH2:32][CH2:31]4)[NH:27][N:26]=3)[C:21]([Cl:33])=[CH:20][N:19]=2)=[CH:16][CH:17]=1)[C:10]([OH:12])=[O:11])(C(C)(C)C)(C)C.CCN(CC)CC. Product: [Cl:33][C:21]1[C:22]([NH:24][C:25]2[CH:29]=[C:28]([CH:30]3[CH2:32][CH2:31]3)[NH:27][N:26]=2)=[N:23][C:18]([C:15]2[S:14][C:13]([CH:9]([OH:8])[C:10]([OH:12])=[O:11])=[CH:17][CH:16]=2)=[N:19][CH:20]=1. The catalyst class is: 54.